Dataset: Full USPTO retrosynthesis dataset with 1.9M reactions from patents (1976-2016). Task: Predict the reactants needed to synthesize the given product. (1) Given the product [Na+:37].[CH3:1][O:2][C:3]1[CH:4]=[CH:5][C:6]([C:9]2[C:17]3[C:16]([NH:18][C:19]4[CH:20]=[C:21]([CH2:25][CH2:26][C:27]([O-:29])=[O:28])[CH:22]=[CH:23][CH:24]=4)=[N:15][CH:14]=[N:13][C:12]=3[O:11][C:10]=2[C:30]2[CH:35]=[CH:34][CH:33]=[CH:32][CH:31]=2)=[CH:7][CH:8]=1, predict the reactants needed to synthesize it. The reactants are: [CH3:1][O:2][C:3]1[CH:8]=[CH:7][C:6]([C:9]2[C:17]3[C:16]([NH:18][C:19]4[CH:20]=[C:21]([CH2:25][CH2:26][C:27]([OH:29])=[O:28])[CH:22]=[CH:23][CH:24]=4)=[N:15][CH:14]=[N:13][C:12]=3[O:11][C:10]=2[C:30]2[CH:35]=[CH:34][CH:33]=[CH:32][CH:31]=2)=[CH:5][CH:4]=1.[OH-].[Na+:37]. (2) Given the product [NH2:14][C:11]1[N:10]=[C:9]([C:15]2[O:16][CH:17]=[CH:18][CH:19]=2)[C:8]([C:6]2[CH:5]=[CH:4][NH:3][C:2](=[O:20])[CH:7]=2)=[CH:13][N:12]=1, predict the reactants needed to synthesize it. The reactants are: F[C:2]1[CH:7]=[C:6]([C:8]2[C:9]([C:15]3[O:16][CH:17]=[CH:18][CH:19]=3)=[N:10][C:11]([NH2:14])=[N:12][CH:13]=2)[CH:5]=[CH:4][N:3]=1.[OH2:20].[OH-].[Na+].